From a dataset of Peptide-MHC class II binding affinity with 134,281 pairs from IEDB. Regression. Given a peptide amino acid sequence and an MHC pseudo amino acid sequence, predict their binding affinity value. This is MHC class II binding data. (1) The peptide sequence is AFKVAATAANAAPAV. The MHC is DRB1_0802 with pseudo-sequence DRB1_0802. The binding affinity (normalized) is 0.807. (2) The peptide sequence is EGGVWTFDSEEPLQGPFNFR. The MHC is DRB1_0405 with pseudo-sequence DRB1_0405. The binding affinity (normalized) is 0.374. (3) The peptide sequence is PTSLLISWGHYPLHL. The MHC is DRB1_1302 with pseudo-sequence DRB1_1302. The binding affinity (normalized) is 0.755. (4) The peptide sequence is KEDFLGSLVKEIPPRLLYAK. The MHC is HLA-DQA10102-DQB10602 with pseudo-sequence HLA-DQA10102-DQB10602. The binding affinity (normalized) is 0.584. (5) The peptide sequence is YDHFLANVSTVLTGK. The MHC is DRB1_1001 with pseudo-sequence DRB1_1001. The binding affinity (normalized) is 0.674. (6) The peptide sequence is IWEPTAAAIAYGLDR. The MHC is HLA-DQA10102-DQB10602 with pseudo-sequence HLA-DQA10102-DQB10602. The binding affinity (normalized) is 0.754. (7) The peptide sequence is AAHRARANESATILM. The MHC is DRB4_0103 with pseudo-sequence DRB4_0103. The binding affinity (normalized) is 0.327.